Dataset: Forward reaction prediction with 1.9M reactions from USPTO patents (1976-2016). Task: Predict the product of the given reaction. (1) Given the reactants [CH2:1]([NH:3][C:4]([C:6]([C:44](=[O:48])[NH:45][CH2:46][CH3:47])([C:38]1[CH:43]=[CH:42][CH:41]=[CH:40][CH:39]=1)[CH2:7][O:8][C:9](=[O:37])[CH2:10][C:11]1[CH:16]=[CH:15][C:14]([NH:17][C:18]([C:20]2[C:21]([C:26]3[CH:31]=[CH:30][C:29]([C:32]([F:35])([F:34])[F:33])=[CH:28][CH:27]=3)=[CH:22][CH:23]=[CH:24][CH:25]=2)=[O:19])=[C:13]([OH:36])[CH:12]=1)=[O:5])[CH3:2].C(N(CC)CC)C.Cl[C:57](Cl)([O:59]C(=O)OC(Cl)(Cl)Cl)Cl, predict the reaction product. The product is: [CH2:46]([NH:45][C:44]([C:6]([C:4](=[O:5])[NH:3][CH2:1][CH3:2])([C:38]1[CH:39]=[CH:40][CH:41]=[CH:42][CH:43]=1)[CH2:7][O:8][C:9](=[O:37])[CH2:10][C:11]1[CH:16]=[CH:15][C:14]2[N:17]([C:18]([C:20]3[C:21]([C:26]4[CH:31]=[CH:30][C:29]([C:32]([F:34])([F:33])[F:35])=[CH:28][CH:27]=4)=[CH:22][CH:23]=[CH:24][CH:25]=3)=[O:19])[C:57](=[O:59])[O:36][C:13]=2[CH:12]=1)=[O:48])[CH3:47]. (2) Given the reactants [CH3:1][O:2][C:3]1[CH:8]=[CH:7][C:6]([NH:9][C:10]2[CH:18]=[CH:17][CH:16]=[C:12]([C:13]([OH:15])=O)[C:11]=2[C:19]([OH:21])=O)=[CH:5][CH:4]=1.Cl.[NH2:23][CH:24]1[CH2:30][CH2:29][C:28](=[O:31])[NH:27][C:25]1=[O:26], predict the reaction product. The product is: [O:26]=[C:25]1[CH:24]([N:23]2[C:19](=[O:21])[C:11]3[C:12](=[CH:16][CH:17]=[CH:18][C:10]=3[NH:9][C:6]3[CH:5]=[CH:4][C:3]([O:2][CH3:1])=[CH:8][CH:7]=3)[C:13]2=[O:15])[CH2:30][CH2:29][C:28](=[O:31])[NH:27]1. (3) Given the reactants [CH3:1][N:2]([C:4]([C:6]1[NH:7][CH:8]=[CH:9][CH:10]=1)=[O:5])[NH2:3].C1C=CC2N(O)N=NC=2C=1.[I:21][C:22]1[CH:30]=[CH:29][C:25]([C:26](O)=[O:27])=[CH:24][CH:23]=1.CCN(C(C)C)C(C)C, predict the reaction product. The product is: [CH3:1][N:2]([C:4]([C:6]1[NH:7][CH:8]=[CH:9][CH:10]=1)=[O:5])[NH:3][C:26](=[O:27])[C:25]1[CH:29]=[CH:30][C:22]([I:21])=[CH:23][CH:24]=1. (4) Given the reactants [Cl:1][C:2]1[C:7]([Cl:8])=[C:6]([S:9](=[O:19])(=[O:18])[NH:10][C@@H:11]([CH2:16][CH3:17])[C:12]([F:15])([F:14])[F:13])[CH:5]=[CH:4][C:3]=1[C:20]1[S:24][C:23]([C:25]([O:27]CC)=O)=[N:22][C:21]=1[CH2:30][C:31]([O:34][CH3:35])([CH3:33])[CH3:32].O.[NH2:37][NH2:38], predict the reaction product. The product is: [Cl:8][C:7]1[C:2]([Cl:1])=[C:3]([C:20]2[S:24][C:23]([C:25]([NH:37][NH2:38])=[O:27])=[N:22][C:21]=2[CH2:30][C:31]([O:34][CH3:35])([CH3:32])[CH3:33])[CH:4]=[CH:5][C:6]=1[S:9]([NH:10][C@@H:11]([CH2:16][CH3:17])[C:12]([F:13])([F:15])[F:14])(=[O:19])=[O:18]. (5) Given the reactants Br[C:2]1[N:7]=[C:6]([NH:8][C@H:9]([C:11]2[C:12](=[O:22])[NH:13][C:14]3[C:19]([CH:20]=2)=[CH:18][C:17]([Cl:21])=[CH:16][CH:15]=3)[CH3:10])[CH:5]=[CH:4][CH:3]=1.[CH2:23]1[CH2:29][S:26](=[O:28])(=[O:27])[NH:25][CH2:24]1.P([O-])([O-])([O-])=O.[K+].[K+].[K+].[C@@H]1(N)CCCC[C@H]1N, predict the reaction product. The product is: [Cl:21][C:17]1[CH:18]=[C:19]2[C:14](=[CH:15][CH:16]=1)[NH:13][C:12](=[O:22])[C:11]([C@@H:9]([NH:8][C:6]1[CH:5]=[CH:4][CH:3]=[C:2]([N:25]3[CH2:24][CH2:23][CH2:29][S:26]3(=[O:28])=[O:27])[N:7]=1)[CH3:10])=[CH:20]2.